From a dataset of Catalyst prediction with 721,799 reactions and 888 catalyst types from USPTO. Predict which catalyst facilitates the given reaction. (1) Reactant: [CH3:1][CH:2]1[CH2:7][C:6](=[O:8])[CH:5]=[C:4]([C:9]2[CH:14]=[CH:13][N:12]=[CH:11][C:10]=2[N+:15]([O-:17])=[O:16])[CH2:3]1.[Li+].[CH3:19][Si:20]([N-][Si:20]([CH3:22])([CH3:21])[CH3:19])([CH3:22])[CH3:21]. Product: [CH3:1][CH:2]1[CH2:3][C:4]([C:9]2[CH:14]=[CH:13][N:12]=[CH:11][C:10]=2[N+:15]([O-:17])=[O:16])=[CH:5][C:6]([O:8][Si:20]([CH3:22])([CH3:21])[CH3:19])=[CH:7]1. The catalyst class is: 1. (2) Reactant: [Cl:1][C:2]1[CH:3]=[C:4]2[C:14](=[CH:15][C:16]=1[Cl:17])[C:8]1([CH2:13][CH2:12][O:11][CH2:10][CH2:9]1)[C:7](=[O:18])[C:6]([C:19]([NH:21][CH2:22][C:23]([O:25]C(C)(C)C)=[O:24])=[O:20])=[C:5]2[OH:30]. Product: [Cl:1][C:2]1[CH:3]=[C:4]2[C:14](=[CH:15][C:16]=1[Cl:17])[C:8]1([CH2:13][CH2:12][O:11][CH2:10][CH2:9]1)[C:7](=[O:18])[C:6]([C:19]([NH:21][CH2:22][C:23]([OH:25])=[O:24])=[O:20])=[C:5]2[OH:30]. The catalyst class is: 67.